From a dataset of Forward reaction prediction with 1.9M reactions from USPTO patents (1976-2016). Predict the product of the given reaction. Given the reactants [CH3:1][S:2]([NH2:5])(=[O:4])=[O:3].[H-].[Na+].CS(N)(=O)=O.[Na].[CH3:14][O:15][C:16](=[O:29])[C:17]1[CH:22]=[C:21]([N:23]([CH3:27])[CH2:24][CH2:25][CH3:26])[N:20]=[C:19](Cl)[CH:18]=1.C1(C2C=CC=CC=2)C=CC=CC=1P(C(C)(C)C)C(C)(C)C, predict the reaction product. The product is: [CH3:14][O:15][C:16](=[O:29])[C:17]1[CH:22]=[C:21]([N:23]([CH3:27])[CH2:24][CH2:25][CH3:26])[N:20]=[C:19]([NH:5][S:2]([CH3:1])(=[O:4])=[O:3])[CH:18]=1.